Dataset: Forward reaction prediction with 1.9M reactions from USPTO patents (1976-2016). Task: Predict the product of the given reaction. Given the reactants [I:1][C:2]1[O:3][C:4]([C:12]2[CH:17]=[CH:16][C:15]([O:18][CH3:19])=[CH:14][CH:13]=2)=[C:5]([C:7]([O:9]CC)=[O:8])[N:6]=1.[OH-].C[Sn+](C)C, predict the reaction product. The product is: [I:1][C:2]1[O:3][C:4]([C:12]2[CH:17]=[CH:16][C:15]([O:18][CH3:19])=[CH:14][CH:13]=2)=[C:5]([C:7]([OH:9])=[O:8])[N:6]=1.